Task: Predict which catalyst facilitates the given reaction.. Dataset: Catalyst prediction with 721,799 reactions and 888 catalyst types from USPTO (1) Reactant: [CH2:1]([N:8]([CH2:15][CH2:16][CH:17]=C)[C:9](=[O:14])[C:10]([F:13])([F:12])[F:11])[C:2]1[CH:7]=[CH:6][CH:5]=[CH:4][CH:3]=1.[O:19]=[O+][O-].O=O.CSC. Product: [CH2:1]([N:8]([CH2:15][CH2:16][CH:17]=[O:19])[C:9](=[O:14])[C:10]([F:13])([F:12])[F:11])[C:2]1[CH:7]=[CH:6][CH:5]=[CH:4][CH:3]=1. The catalyst class is: 2. (2) Reactant: [NH:1]([C:3]1[N:4]=[C:5]2[CH:11]=[CH:10][N:9]([S:12]([C:15]3[CH:21]=[CH:20][C:18]([CH3:19])=[CH:17][CH:16]=3)(=[O:14])=[O:13])[C:6]2=[N:7][CH:8]=1)[NH2:2].[CH2:22]([CH:24]1[CH2:28][CH:27]([O:29][CH:30]2[CH2:35][CH2:34][O:33][CH2:32][CH2:31]2)[CH2:26][CH:25]1[C:36](O)=[O:37])[CH3:23].CN(C(ON1N=NC2C=CC=NC1=2)=[N+](C)C)C.F[P-](F)(F)(F)(F)F. Product: [CH2:22]([CH:24]1[CH2:28][CH:27]([O:29][CH:30]2[CH2:31][CH2:32][O:33][CH2:34][CH2:35]2)[CH2:26][CH:25]1[C:36]([NH:2][NH:1][C:3]1[N:4]=[C:5]2[CH:11]=[CH:10][N:9]([S:12]([C:15]3[CH:21]=[CH:20][C:18]([CH3:19])=[CH:17][CH:16]=3)(=[O:13])=[O:14])[C:6]2=[N:7][CH:8]=1)=[O:37])[CH3:23]. The catalyst class is: 2. (3) Reactant: C([CH:8]([NH2:17])[C:9]1[S:10][CH:11]=[C:12]([C:14]([OH:16])=O)[N:13]=1)(OC(C)(C)C)=O.CN(C(ON1N=NC2[CH:29]=[CH:30][CH:31]=NC1=2)=[N+](C)C)C.F[P-](F)(F)(F)(F)F.[CH3:42]CN(C(C)C)C(C)C.[Cl:51][C:52]1[CH:53]=[C:54]([CH2:58][CH2:59][NH2:60])[CH:55]=[CH:56][CH:57]=1.CC[O:63][C:64](C)=[O:65]. Product: [C:30]([O:65][C:64](=[O:63])[NH:17][CH2:8][C:9]1[S:10][CH:11]=[C:12]([C:14](=[O:16])[NH:60][CH2:59][CH2:58][C:54]2[CH:55]=[CH:56][CH:57]=[C:52]([Cl:51])[CH:53]=2)[N:13]=1)([CH3:29])([CH3:31])[CH3:42]. The catalyst class is: 136. (4) Reactant: [OH:1][CH:2]1[CH2:7][CH2:6][N:5]([C:8]([O:10][C:11]([CH3:14])([CH3:13])[CH3:12])=[O:9])[CH2:4][CH2:3]1.[Cl:15][C:16]1[CH:21]=[C:20](Cl)[N:19]=[C:18]([C:23]([F:26])([F:25])[F:24])[N:17]=1.[H-].[Na+]. Product: [Cl:15][C:16]1[N:17]=[C:18]([C:23]([F:26])([F:25])[F:24])[N:19]=[C:20]([O:1][CH:2]2[CH2:3][CH2:4][N:5]([C:8]([O:10][C:11]([CH3:14])([CH3:13])[CH3:12])=[O:9])[CH2:6][CH2:7]2)[CH:21]=1. The catalyst class is: 1. (5) Reactant: [C:1]([OH:8])(=[O:7])/[CH:2]=[CH:3]\[C:4]([OH:6])=[O:5].[CH2:9]([C:11]1[C:15]([S:16][C:17]2[CH:22]=[CH:21][C:20]([F:23])=[CH:19][CH:18]=2)=[C:14]([CH2:24][CH3:25])[N:13]([CH2:26][C:27]([NH2:30])([CH3:29])[CH3:28])[N:12]=1)[CH3:10]. Product: [CH2:9]([C:11]1[C:15]([S:16][C:17]2[CH:22]=[CH:21][C:20]([F:23])=[CH:19][CH:18]=2)=[C:14]([CH2:24][CH3:25])[N:13]([CH2:26][C:27]([CH3:28])([NH2:30])[CH3:29])[N:12]=1)[CH3:10].[C:1]([OH:8])(=[O:7])/[CH:2]=[CH:3]\[C:4]([OH:6])=[O:5]. The catalyst class is: 28. (6) Reactant: [N:1]1([S:8]([C:11]2[CH:20]=[CH:19][C:18]([O:21][CH3:22])=[C:17]3[C:12]=2[CH:13]=[CH:14][N:15]=[C:16]3[CH3:23])(=[O:10])=[O:9])[CH2:7][CH2:6][CH2:5][NH:4][CH2:3][CH2:2]1.[ClH:24]. Product: [ClH:24].[N:1]1([S:8]([C:11]2[CH:20]=[CH:19][C:18]([O:21][CH3:22])=[C:17]3[C:12]=2[CH:13]=[CH:14][N:15]=[C:16]3[CH3:23])(=[O:10])=[O:9])[CH2:7][CH2:6][CH2:5][NH:4][CH2:3][CH2:2]1. The catalyst class is: 28. (7) The catalyst class is: 7. Reactant: [I:1][C:2]1[C:10]2[C:5](=[N:6][CH:7]=[CH:8][CH:9]=2)[NH:4][CH:3]=1.[H-].[Na+].[Si:13](Cl)([C:16]([CH3:19])([CH3:18])[CH3:17])([CH3:15])[CH3:14].O. Product: [C:16]([Si:13]([CH3:15])([CH3:14])[N:4]1[C:5]2=[N:6][CH:7]=[CH:8][CH:9]=[C:10]2[C:2]([I:1])=[CH:3]1)([CH3:19])([CH3:18])[CH3:17].